Dataset: Forward reaction prediction with 1.9M reactions from USPTO patents (1976-2016). Task: Predict the product of the given reaction. (1) Given the reactants [CH:1]([N:4]1[CH2:9][CH2:8][CH:7]([NH2:10])[CH2:6][CH2:5]1)([CH3:3])[CH3:2].[CH2:11]([O:18][C:19](=[O:36])[NH:20][C@@H:21]([CH2:27][O:28][CH2:29][C:30]1[CH:35]=[CH:34][CH:33]=[CH:32][CH:31]=1)[CH2:22][S:23](Cl)(=[O:25])=[O:24])[C:12]1[CH:17]=[CH:16][CH:15]=[CH:14][CH:13]=1, predict the reaction product. The product is: [CH2:11]([O:18][C:19](=[O:36])[NH:20][C@@H:21]([CH2:27][O:28][CH2:29][C:30]1[CH:31]=[CH:32][CH:33]=[CH:34][CH:35]=1)[CH2:22][S:23](=[O:25])(=[O:24])[NH:10][CH:7]1[CH2:8][CH2:9][N:4]([CH:1]([CH3:3])[CH3:2])[CH2:5][CH2:6]1)[C:12]1[CH:13]=[CH:14][CH:15]=[CH:16][CH:17]=1. (2) Given the reactants C([O:3][C:4](=[O:30])[CH:5]([C:11]1[C:12](=[O:29])[N:13]([C:17]2[CH:22]=[CH:21][C:20]([N+:23]([O-:25])=[O:24])=[CH:19][C:18]=2[CH2:26][O:27][CH3:28])[CH:14]=[CH:15][CH:16]=1)C(OCC)=O)C.[OH-].[Na+].Cl, predict the reaction product. The product is: [CH3:28][O:27][CH2:26][C:18]1[CH:19]=[C:20]([N+:23]([O-:25])=[O:24])[CH:21]=[CH:22][C:17]=1[N:13]1[CH:14]=[CH:15][CH:16]=[C:11]([CH2:5][C:4]([OH:30])=[O:3])[C:12]1=[O:29]. (3) Given the reactants [Cl:1][C:2]1[C:3]([F:42])=[C:4]([C@@H:8]2[C@:12]([C:15]3[CH:20]=[CH:19][C:18]([Cl:21])=[CH:17][C:16]=3[F:22])([C:13]#[N:14])[C@H:11]([CH2:23][C:24]([CH3:27])([CH3:26])[CH3:25])[NH:10][C@H:9]2[C:28]([NH:30][C:31]2[CH:39]=[CH:38][C:34]([C:35]([OH:37])=[O:36])=[CH:33][C:32]=2[O:40][CH3:41])=[O:29])[CH:5]=[CH:6][CH:7]=1.[O:43]1[CH2:48][CH2:47][N:46]([CH2:49][CH:50](O)[CH3:51])[CH2:45][CH2:44]1, predict the reaction product. The product is: [CH3:51][CH:50]([O:36][C:35](=[O:37])[C:34]1[CH:38]=[CH:39][C:31]([NH:30][C:28]([C@H:9]2[C@H:8]([C:4]3[CH:5]=[CH:6][CH:7]=[C:2]([Cl:1])[C:3]=3[F:42])[C@:12]([C:15]3[CH:20]=[CH:19][C:18]([Cl:21])=[CH:17][C:16]=3[F:22])([C:13]#[N:14])[C@H:11]([CH2:23][C:24]([CH3:26])([CH3:27])[CH3:25])[NH:10]2)=[O:29])=[C:32]([O:40][CH3:41])[CH:33]=1)[CH2:49][N:46]1[CH2:47][CH2:48][O:43][CH2:44][CH2:45]1. (4) Given the reactants C(C1CNCCN1)(CC)C.[CH:11]1([CH2:17][CH:18]2[NH:23][C:22](=O)[CH2:21][NH:20][C:19]2=O)[CH2:16][CH2:15][CH2:14][CH2:13][CH2:12]1, predict the reaction product. The product is: [CH:11]1([CH2:17][CH:18]2[CH2:19][NH:20][CH2:21][CH2:22][NH:23]2)[CH2:12][CH2:13][CH2:14][CH2:15][CH2:16]1. (5) Given the reactants [F:1][C:2]1[CH:3]=[C:4]([CH2:9][C@H:10]([NH:14][C:15](=[O:24])OCC2C=CC=CC=2)[C@H:11]2[CH2:13][O:12]2)[CH:5]=[C:6]([F:8])[CH:7]=1.[CH:25]1([NH2:35])[C:34]2[C:29](=[CH:30][CH:31]=[CH:32][CH:33]=2)CCC1.[CH2:36]([N:39]([CH2:53][CH2:54][CH3:55])[C:40]([C:42]1[CH:43]=[C:44]([CH:48]=[C:49]([CH2:51]C)[CH:50]=1)C(O)=O)=[O:41])[CH2:37][CH3:38], predict the reaction product. The product is: [F:8][C:6]1[CH:5]=[C:4]([CH:3]=[C:2]([F:1])[CH:7]=1)[CH2:9][C@H:10]([NH:14][C:15](=[O:24])[C:44]1[CH:48]=[C:49]([CH3:51])[CH:50]=[C:42]([C:40]([N:39]([CH2:36][CH2:37][CH3:38])[CH2:53][CH2:54][CH3:55])=[O:41])[CH:43]=1)[C@H:11]([OH:12])[CH2:13][NH:35][CH2:25][C:34]1[CH:29]=[CH:30][CH:31]=[C:32]([O:41][CH2:40][CH:42]([CH3:43])[CH3:50])[CH:33]=1. (6) Given the reactants Cl.[NH2:2][CH:3]([C:9](=[O:13])[CH:10]([CH3:12])[CH3:11])[C:4]([O:6][CH2:7][CH3:8])=[O:5].[CH3:14][C:15]1[CH:23]=[CH:22][C:18]([C:19](Cl)=[O:20])=[CH:17][CH:16]=1.C(N(CC)CC)C, predict the reaction product. The product is: [CH3:11][CH:10]([CH3:12])[C:9](=[O:13])[CH:3]([NH:2][C:19](=[O:20])[C:18]1[CH:22]=[CH:23][C:15]([CH3:14])=[CH:16][CH:17]=1)[C:4]([O:6][CH2:7][CH3:8])=[O:5]. (7) Given the reactants [F:1][C:2]([F:14])([F:13])[O:3][C:4]1[CH:12]=[CH:11][C:7]([C:8]([OH:10])=O)=[CH:6][CH:5]=1.CCN(C(C)C)C(C)C.CN(C(ON1N=NC2C=CC=NC1=2)=[N+](C)C)C.F[P-](F)(F)(F)(F)F.[NH2:48][C:49]([CH3:68])([CH2:52][O:53][C:54]1[C:55]([C:64]([F:67])([F:66])[F:65])=[CH:56][C:57]2[CH2:61][O:60][B:59]([OH:62])[C:58]=2[CH:63]=1)[C:50]#[N:51], predict the reaction product. The product is: [C:50]([C:49]([NH:48][C:8](=[O:10])[C:7]1[CH:6]=[CH:5][C:4]([O:3][C:2]([F:1])([F:14])[F:13])=[CH:12][CH:11]=1)([CH3:68])[CH2:52][O:53][C:54]1[C:55]([C:64]([F:66])([F:67])[F:65])=[CH:56][C:57]2[CH2:61][O:60][B:59]([OH:62])[C:58]=2[CH:63]=1)#[N:51]. (8) Given the reactants [CH2:1]([N:8]1[C:12](=O)[C@H:11]2[C:14]3[CH:15]=[CH:16][CH:17]=[C:18]([C:22]([F:25])([F:24])[F:23])[C:19]=3[CH2:20][O:21][C@H:10]2[CH2:9]1)[C:2]1[CH:7]=[CH:6][CH:5]=[CH:4][CH:3]=1.Cl, predict the reaction product. The product is: [CH2:1]([N:8]1[CH2:12][C@H:11]2[C:14]3[CH:15]=[CH:16][CH:17]=[C:18]([C:22]([F:25])([F:23])[F:24])[C:19]=3[CH2:20][O:21][C@H:10]2[CH2:9]1)[C:2]1[CH:7]=[CH:6][CH:5]=[CH:4][CH:3]=1.